This data is from Reaction yield outcomes from USPTO patents with 853,638 reactions. The task is: Predict the reaction yield, written as a fraction of the theoretical maximum amount of product (1.0 means a 100% yield; for example, 0.34 means a 34% yield). The reactants are [NH2:1][C:2]1[C:6]([C:7]([O:9][CH2:10][CH:11]=[CH2:12])=[O:8])=[C:5]([NH2:13])[NH:4][N:3]=1.CO[CH:16](OC)[CH:17]([CH:21](OC)OC)[CH2:18][C:19]#[N:20].ClC1C=CC2N=NN(OC(=[N+](C)C)N(C)C)C=2C=1.C([O-])(O)=O.[Na+]. The catalyst is CS(C)=O.O.CCOC(C)=O. The product is [NH2:13][C:5]1[C:6]([C:7]([O:9][CH2:10][CH:11]=[CH2:12])=[O:8])=[C:2]2[N:1]=[CH:16][C:17]([CH2:18][C:19]#[N:20])=[CH:21][N:3]2[N:4]=1. The yield is 0.620.